From a dataset of TCR-epitope binding with 47,182 pairs between 192 epitopes and 23,139 TCRs. Binary Classification. Given a T-cell receptor sequence (or CDR3 region) and an epitope sequence, predict whether binding occurs between them. The epitope is KAFSPEVIPMF. The TCR CDR3 sequence is CASTDTGDYGYTF. Result: 1 (the TCR binds to the epitope).